Task: Predict the reactants needed to synthesize the given product.. Dataset: Full USPTO retrosynthesis dataset with 1.9M reactions from patents (1976-2016) (1) Given the product [NH:14]1[CH:15]=[CH:16][N:17]=[C:13]1[C:10]1[C:11]2[C:6](=[CH:5][C:4]([CH3:26])=[C:3]([O:2][CH3:1])[CH:12]=2)[CH2:7][CH2:8][CH:9]=1, predict the reactants needed to synthesize it. The reactants are: [CH3:1][O:2][C:3]1[CH:12]=[C:11]2[C:6]([CH2:7][CH2:8][CH:9]=[C:10]2[C:13]2[NH:14][CH:15]=[C:16](COCC[Si](C)(C)C)[N:17]=2)=[CH:5][C:4]=1[CH3:26].Cl.[F-].C([N+](CCCC)(CCCC)CCCC)CCC. (2) The reactants are: [NH2:1][CH2:2][CH2:3][CH2:4][C:5]#[C:6][C:7]1[C:8]([NH:14][CH2:15][CH2:16][CH3:17])=[N:9][C:10](Cl)=[N:11][CH:12]=1.[C:18]([N:25]([CH3:31])[C@H:26]([C:28]([OH:30])=O)[CH3:27])([O:20][C:21]([CH3:24])([CH3:23])[CH3:22])=[O:19].Cl.C(N=C=NCCCN(C)C)C.O.[OH:45][N:46]1[C:50]2[CH:51]=[CH:52][CH:53]=[CH:54][C:49]=2[N:48]=[N:47]1. Given the product [N:46]1([O:45][C:10]2[N:9]=[C:8]([NH:14][CH2:15][CH2:16][CH3:17])[C:7]([C:6]#[C:5][CH2:4][CH2:3][CH2:2][NH:1][C:28](=[O:30])[C@@H:26]([N:25]([CH3:31])[C:18](=[O:19])[O:20][C:21]([CH3:22])([CH3:23])[CH3:24])[CH3:27])=[CH:12][N:11]=2)[C:50]2[CH:51]=[CH:52][CH:53]=[CH:54][C:49]=2[N:48]=[N:47]1, predict the reactants needed to synthesize it. (3) Given the product [F:8][C:7]1[C:2](=[NH:1])[N:3]([CH3:20])[C:4](=[O:19])[N:5]([S:9]([C:12]2[CH:18]=[CH:17][C:15]([CH3:16])=[CH:14][CH:13]=2)(=[O:10])=[O:11])[CH:6]=1, predict the reactants needed to synthesize it. The reactants are: [NH2:1][C:2]1[C:7]([F:8])=[CH:6][N:5]([S:9]([C:12]2[CH:18]=[CH:17][C:15]([CH3:16])=[CH:14][CH:13]=2)(=[O:11])=[O:10])[C:4](=[O:19])[N:3]=1.[CH3:20]I.[O-]S([O-])(=S)=O.[Na+].[Na+]. (4) Given the product [F:18][C:15]1[CH:14]=[C:11]([CH:10]=[C:9]([F:8])[C:16]=1[O:7][CH2:4][C:5]#[CH:6])[CH:12]=[O:13], predict the reactants needed to synthesize it. The reactants are: C(#N)C.[CH2:4]([OH:7])[C:5]#[CH:6].[F:8][C:9]1[CH:10]=[C:11]([CH:14]=[C:15]([F:18])[C:16]=1F)[CH:12]=[O:13].C(=O)([O-])[O-].[K+].[K+].